Binary Classification. Given a drug SMILES string, predict its activity (active/inactive) in a high-throughput screening assay against a specified biological target. From a dataset of HIV replication inhibition screening data with 41,000+ compounds from the AIDS Antiviral Screen. (1) The drug is COc1cc(C[P+](c2ccccc2)(c2ccccc2)c2ccccc2)cc(OC)c1OC.[Br-]. The result is 0 (inactive). (2) The molecule is CN(C)c1ccc(C=CC(=O)c2ccccc2)cc1Br. The result is 0 (inactive).